This data is from Full USPTO retrosynthesis dataset with 1.9M reactions from patents (1976-2016). The task is: Predict the reactants needed to synthesize the given product. (1) Given the product [Cl:1][C:2]1[CH:3]=[C:4]([C:8]([C:10]2[CH:14]=[CH:13][O:12][CH:11]=2)=[O:9])[CH:5]=[CH:6][CH:7]=1, predict the reactants needed to synthesize it. The reactants are: [Cl:1][C:2]1[CH:3]=[C:4]([CH:8]([C:10]2[CH:14]=[CH:13][O:12][CH:11]=2)[OH:9])[CH:5]=[CH:6][CH:7]=1. (2) Given the product [CH2:32]([C@@H:34]1[CH2:38][N:37]([CH2:65][C:64]2[CH:63]=[N:62][C:61]([O:60][CH3:59])=[CH:68][CH:67]=2)[CH2:36][C@H:35]1[C:39]1[NH:40][C:41](=[O:54])[C:42]2[CH:47]=[N:46][N:45]([CH:48]3[CH2:49][CH2:50][O:51][CH2:52][CH2:53]3)[C:43]=2[N:44]=1)[CH3:33], predict the reactants needed to synthesize it. The reactants are: C[C@@H]1CN(CC2C=NC(C)=NC=2)C[C@H]1C1NC(=O)C2C=NN(C3CCOCC3)C=2N=1.Cl.[CH2:32]([C@@H:34]1[CH2:38][NH:37][CH2:36][C@H:35]1[C:39]1[NH:40][C:41](=[O:54])[C:42]2[CH:47]=[N:46][N:45]([CH:48]3[CH2:53][CH2:52][O:51][CH2:50][CH2:49]3)[C:43]=2[N:44]=1)[CH3:33].C([BH3-])#N.[Na+].[CH3:59][O:60][C:61]1[CH:68]=[CH:67][C:64]([CH:65]=O)=[CH:63][N:62]=1. (3) The reactants are: [Cl:1][C:2]1[CH:3]=[CH:4][C:5]2[N:6]=[CH:7][N:8]=[C:9](OC3CCOCC3)[C:10]=2[N:11]=1.[CH:19]1([NH2:22])[CH2:21][CH2:20]1.CC(C)([O-])C.[Na+]. Given the product [Cl:1][C:2]1[CH:3]=[CH:4][C:5]2[N:6]=[CH:7][N:8]=[C:9]([NH:22][CH:19]3[CH2:21][CH2:20]3)[C:10]=2[N:11]=1, predict the reactants needed to synthesize it. (4) Given the product [CH2:1]([CH:8]1[CH2:13][CH2:12][N:11]([CH:15]([CH3:31])[CH2:16][CH2:17][C:18]2[N:22]([CH2:23][CH2:24][C:25]#[N:26])[C:21]3[CH:27]=[CH:28][CH:29]=[CH:30][C:20]=3[N:19]=2)[CH2:10][CH2:9]1)[C:2]1[CH:7]=[CH:6][CH:5]=[CH:4][CH:3]=1, predict the reactants needed to synthesize it. The reactants are: [CH2:1]([CH:8]1[CH2:13][CH2:12][NH:11][CH2:10][CH2:9]1)[C:2]1[CH:7]=[CH:6][CH:5]=[CH:4][CH:3]=1.O=[C:15]([CH3:31])[CH2:16][CH2:17][C:18]1[N:22]([CH2:23][CH2:24][C:25]#[N:26])[C:21]2[CH:27]=[CH:28][CH:29]=[CH:30][C:20]=2[N:19]=1.ClCCCl.C(O[BH-](OC(=O)C)OC(=O)C)(=O)C.[Na+]. (5) Given the product [Cl:25][C:21]1[CH:20]=[C:19]([C:16]2[CH:15]=[CH:14][C:13]([CH2:12][C@@H:3]([NH:2][C:27](=[O:33])[C:28]([O:30][CH2:31][CH3:32])=[O:29])[CH2:4][CH:5]([CH3:11])[C:6]([O:8][CH2:9][CH3:10])=[O:7])=[CH:18][CH:17]=2)[CH:24]=[CH:23][CH:22]=1, predict the reactants needed to synthesize it. The reactants are: Cl.[NH2:2][C@H:3]([CH2:12][C:13]1[CH:18]=[CH:17][C:16]([C:19]2[CH:24]=[CH:23][CH:22]=[C:21]([Cl:25])[CH:20]=2)=[CH:15][CH:14]=1)[CH2:4][CH:5]([CH3:11])[C:6]([O:8][CH2:9][CH3:10])=[O:7].Cl[C:27](=[O:33])[C:28]([O:30][CH2:31][CH3:32])=[O:29]. (6) Given the product [Cl:1][C:2]1[CH:7]=[CH:6][C:5](/[CH:8]=[CH:9]\[CH:15]([S:16][CH:15](/[CH:9]=[CH:8]\[C:5]2[CH:6]=[CH:7][C:2]([Cl:1])=[CH:3][CH:4]=2)[C:14]2[CH:17]=[CH:18][C:11]([F:10])=[CH:12][CH:13]=2)[C:14]2[CH:17]=[CH:18][C:11]([F:10])=[CH:12][CH:13]=2)=[CH:4][CH:3]=1, predict the reactants needed to synthesize it. The reactants are: [Cl:1][C:2]1[CH:7]=[CH:6][C:5]([C:8]#[CH:9])=[CH:4][CH:3]=1.[F:10][C:11]1[CH:18]=[CH:17][C:14]([CH2:15][SH:16])=[CH:13][CH:12]=1.[Na]. (7) Given the product [CH2:19]([N:7]1[C:6]2[CH:11]=[CH:12][C:3]([O:2][CH3:1])=[CH:4][C:5]=2[S:9][C:8]1=[O:10])[C:20]1[CH:25]=[CH:24][CH:23]=[CH:22][CH:21]=1, predict the reactants needed to synthesize it. The reactants are: [CH3:1][O:2][C:3]1[CH:12]=[CH:11][C:6]2[NH:7][C:8](=[O:10])[S:9][C:5]=2[CH:4]=1.C([O-])([O-])=O.[K+].[K+].[CH2:19](Br)[C:20]1[CH:25]=[CH:24][CH:23]=[CH:22][CH:21]=1.O.